This data is from Reaction yield outcomes from USPTO patents with 853,638 reactions. The task is: Predict the reaction yield, written as a fraction of the theoretical maximum amount of product (1.0 means a 100% yield; for example, 0.34 means a 34% yield). The reactants are Br[C:2]1[CH:10]=[CH:9][CH:8]=[C:7]2[C:3]=1[CH:4]=[CH:5][CH2:6]2.[C:11]1([C:20]2[CH:25]=[CH:24][CH:23]=[CH:22][CH:21]=2)[CH:16]=[CH:15][CH:14]=[CH:13][C:12]=1B(O)O.C(=O)([O-])[O-].[K+].[K+].O1CCOCC1. The catalyst is C1C=CC(P(C2C=CC=CC=2)C2C=CC=CC=2)=CC=1.C1C=CC(P(C2C=CC=CC=2)C2C=CC=CC=2)=CC=1.Cl[Pd]Cl.O. The product is [C:11]1([C:20]2[CH:21]=[CH:22][CH:23]=[CH:24][CH:25]=2)[CH:16]=[CH:15][CH:14]=[CH:13][C:12]=1[C:2]1[CH:10]=[CH:9][CH:8]=[C:7]2[C:3]=1[CH:4]=[CH:5][CH2:6]2. The yield is 0.910.